Dataset: Peptide-MHC class II binding affinity with 134,281 pairs from IEDB. Task: Regression. Given a peptide amino acid sequence and an MHC pseudo amino acid sequence, predict their binding affinity value. This is MHC class II binding data. The peptide sequence is TWAENIQVAINQVRAII. The MHC is DRB4_0101 with pseudo-sequence DRB4_0103. The binding affinity (normalized) is 0.259.